From a dataset of Full USPTO retrosynthesis dataset with 1.9M reactions from patents (1976-2016). Predict the reactants needed to synthesize the given product. (1) Given the product [CH2:35]([O:32][C:30](=[O:31])[CH2:29][C:14](=[O:16])[CH2:13][CH2:12][C@H:11]([NH:17][C:18]([O:20][CH2:21][C:22]1[CH:27]=[CH:26][CH:25]=[CH:24][CH:23]=1)=[O:19])[C:9]([O:8][CH2:7][C:4]1[CH:3]=[CH:2][CH:1]=[CH:6][CH:5]=1)=[O:10])[CH3:36], predict the reactants needed to synthesize it. The reactants are: [CH:1]1[CH:6]=[CH:5][C:4]([CH2:7][O:8][C:9]([C@@H:11]([NH:17][C:18]([O:20][CH2:21][C:22]2[CH:27]=[CH:26][CH:25]=[CH:24][CH:23]=2)=[O:19])[CH2:12][CH2:13][C:14]([OH:16])=O)=[O:10])=[CH:3][CH:2]=1.C([O-])(=O)[CH2:29][C:30]([O-:32])=[O:31].[CH2:35]([Mg+2])[CH3:36]. (2) Given the product [CH2:17]([O:20][CH2:21][CH2:22][O:1][C:2]1[CH:10]=[CH:9][C:5]([C:6]([OH:8])=[O:7])=[CH:4][CH:3]=1)[CH2:18][CH3:19], predict the reactants needed to synthesize it. The reactants are: [OH:1][C:2]1[CH:10]=[CH:9][C:5]([C:6]([OH:8])=[O:7])=[CH:4][CH:3]=1.C(=O)([O-])[O-].[K+].[K+].[CH2:17]([O:20][CH2:21][CH2:22]Cl)[CH2:18][CH3:19].O. (3) Given the product [N:4]1[C:5]2[C:10](=[CH:9][CH:8]=[CH:7][CH:6]=2)[CH:11]=[CH:12][C:3]=1[NH:1][N:2]=[CH:16][C:15]1[CH:18]=[CH:19][C:20]([OH:23])=[C:21]([OH:22])[C:14]=1[OH:13], predict the reactants needed to synthesize it. The reactants are: [NH:1]([C:3]1[CH:12]=[CH:11][C:10]2[C:5](=[CH:6][CH:7]=[CH:8][CH:9]=2)[N:4]=1)[NH2:2].[OH:13][C:14]1[C:21]([OH:22])=[C:20]([OH:23])[CH:19]=[CH:18][C:15]=1[CH:16]=O. (4) Given the product [C:9]([O:8][C:6](=[O:7])[NH:5][N:4]1[CH:14]=[C:15]([C:17]2[CH:18]=[N:19][N:20]([CH3:23])[C:21]=2[Br:22])[N:3]=[C:1]1[CH3:2])([CH3:12])([CH3:11])[CH3:10], predict the reactants needed to synthesize it. The reactants are: [C:1]([NH:4][NH:5][C:6]([O:8][C:9]([CH3:12])([CH3:11])[CH3:10])=[O:7])(=[NH:3])[CH3:2].Br[CH2:14][C:15]([C:17]1[CH:18]=[N:19][N:20]([CH3:23])[C:21]=1[Br:22])=O.C(N(CC)C(C)C)(C)C. (5) Given the product [CH3:1][O:2][C:3]1[CH:8]=[CH:7][CH:6]=[CH:5][C:4]=1[C:9]1[C:17]2[C:12](=[N:13][CH:14]=[C:15]([C:18]3[CH:19]=[C:20]([CH:24]([C:26]4[C:31]([C:32]([F:35])([F:33])[F:34])=[CH:30][CH:29]=[CH:28][N:27]=4)[OH:25])[CH:21]=[CH:22][CH:23]=3)[CH:16]=2)[NH:11][CH:10]=1, predict the reactants needed to synthesize it. The reactants are: [CH3:1][O:2][C:3]1[CH:8]=[CH:7][CH:6]=[CH:5][C:4]=1[C:9]1[C:17]2[C:12](=[N:13][CH:14]=[C:15]([C:18]3[CH:19]=[C:20]([CH:24]([C:26]4[C:31]([C:32]([F:35])([F:34])[F:33])=[CH:30][CH:29]=[CH:28][N:27]=4)[OH:25])[CH:21]=[CH:22][CH:23]=3)[CH:16]=2)[N:11](S(C2C=CC(C)=CC=2)(=O)=O)[CH:10]=1.Cl. (6) The reactants are: [CH3:1][N:2]1[C:8](=[O:9])[CH2:7][C:6]2[CH:10]=[CH:11][CH2:12][CH2:13][C:5]=2[CH2:4][CH2:3]1.[N:14](OCCC(C)C)=[O:15].[Li+].C[Si]([N-][Si](C)(C)C)(C)C.Cl. Given the product [OH:15][N:14]=[C:7]1[C:6]2[CH:10]=[CH:11][CH2:12][CH2:13][C:5]=2[CH2:4][CH2:3][N:2]([CH3:1])[C:8]1=[O:9], predict the reactants needed to synthesize it. (7) Given the product [CH2:40]([NH:33][C:31]([C:28]1[CH:29]=[C:30]2[C:22]([C:18]3[CH:19]=[CH:20][CH:21]=[C:16]([CH2:15][NH:14][C:12]([C:8]4[C:7](=[O:34])[N:6]([CH2:5][C:4]5[CH:35]=[CH:36][C:37]([F:38])=[C:2]([F:1])[CH:3]=5)[CH:11]=[CH:10][CH:9]=4)=[O:13])[CH:17]=3)=[CH:23][NH:24][C:25]2=[N:26][CH:27]=1)=[O:32])[CH3:75], predict the reactants needed to synthesize it. The reactants are: [F:1][C:2]1[CH:3]=[C:4]([CH:35]=[CH:36][C:37]=1[F:38])[CH2:5][N:6]1[CH:11]=[CH:10][CH:9]=[C:8]([C:12]([NH:14][CH2:15][C:16]2[CH:17]=[C:18]([C:22]3[C:30]4[C:25](=[N:26][CH:27]=[C:28]([C:31]([NH2:33])=[O:32])[CH:29]=4)[NH:24][CH:23]=3)[CH:19]=[CH:20][CH:21]=2)=[O:13])[C:7]1=[O:34].F[C:40]1C=C(C=C[C:75]=1F)CN1C=CC=C(C(NCC2C=C(C3C4C(=NC=C(C(O)=O)C=4)NC=3)C=CC=2)=O)C1=O.Cl.C(N)C.